This data is from Forward reaction prediction with 1.9M reactions from USPTO patents (1976-2016). The task is: Predict the product of the given reaction. (1) The product is: [CH2:1]([O:3][C:4](=[O:9])[CH2:5][C:6]([NH:11][C:12]([NH:21][C:18]1[CH:19]=[CH:20][C:15]([F:14])=[C:16]([C:22]([F:25])([F:23])[F:24])[CH:17]=1)=[S:13])=[O:7])[CH3:2]. Given the reactants [CH2:1]([O:3][C:4](=[O:9])[CH2:5][C:6](Cl)=[O:7])[CH3:2].[NH4+].[N:11]#[C:12][S-:13].[F:14][C:15]1[CH:20]=[CH:19][C:18]([NH2:21])=[CH:17][C:16]=1[C:22]([F:25])([F:24])[F:23], predict the reaction product. (2) Given the reactants [NH2:1][C:2]1[C:21]([C:22]2[CH:27]=[C:26]([C:28](=[O:39])[NH:29][C:30]3([C:33]4[CH:38]=[CH:37][CH:36]=[CH:35][CH:34]=4)[CH2:32][CH2:31]3)[CH:25]=[CH:24][C:23]=2[F:40])=[CH:20][C:5]2[C:6]([C:16]([NH:18][CH3:19])=[O:17])=[C:7]([C:9]3[CH:14]=[CH:13][C:12]([F:15])=[CH:11][CH:10]=3)[O:8][C:4]=2[CH:3]=1.[CH3:41][S:42](Cl)(=[O:44])=[O:43].CS(NS(C)(=O)=O)(=O)=O, predict the reaction product. The product is: [F:40][C:23]1[CH:24]=[CH:25][C:26]([C:28](=[O:39])[NH:29][C:30]2([C:33]3[CH:34]=[CH:35][CH:36]=[CH:37][CH:38]=3)[CH2:31][CH2:32]2)=[CH:27][C:22]=1[C:21]1[C:2]([NH:1][S:42]([CH3:41])(=[O:44])=[O:43])=[CH:3][C:4]2[O:8][C:7]([C:9]3[CH:14]=[CH:13][C:12]([F:15])=[CH:11][CH:10]=3)=[C:6]([C:16]([NH:18][CH3:19])=[O:17])[C:5]=2[CH:20]=1. (3) Given the reactants [CH3:1][O:2][C:3]([C:5]1[S:6][C:7]2[CH:8]([NH:20][C:21](=[O:23])[CH3:22])[CH2:9][O:10][C:11]3[CH:18]=[CH:17][C:16](Br)=[CH:15][C:12]=3[C:13]=2[N:14]=1)=[O:4].C1C=CC(P(C2C=CC=CC=2)C2C=CC=CC=2)=CC=1.[CH3:43][C:44]([OH:48])([C:46]#[CH:47])[CH3:45], predict the reaction product. The product is: [CH3:1][O:2][C:3]([C:5]1[S:6][C:7]2[CH:8]([NH:20][C:21](=[O:23])[CH3:22])[CH2:9][O:10][C:11]3[CH:18]=[CH:17][C:16]([C:47]#[C:46][C:44]([OH:48])([CH3:45])[CH3:43])=[CH:15][C:12]=3[C:13]=2[N:14]=1)=[O:4]. (4) Given the reactants [NH2:1][C:2]1[CH:3]=[C:4]([NH:8]/[C:9](=[C:16]2\[C:17](=[O:25])[NH:18][C:19]3[C:24]\2=[CH:23][CH:22]=[CH:21][CH:20]=3)/[C:10]2[CH:15]=[CH:14][CH:13]=[CH:12][CH:11]=2)[CH:5]=[CH:6][CH:7]=1.[N:26]#[C:27][NH2:28].Cl, predict the reaction product. The product is: [NH:1]([C:2]1[CH:3]=[C:4]([NH:8]/[C:9](=[C:16]2\[C:17](=[O:25])[NH:18][C:19]3[C:24]\2=[CH:23][CH:22]=[CH:21][CH:20]=3)/[C:10]2[CH:15]=[CH:14][CH:13]=[CH:12][CH:11]=2)[CH:5]=[CH:6][CH:7]=1)[C:27]([NH2:28])=[NH:26]. (5) The product is: [F:1][CH2:2][C:3]([N:15]1[CH2:14][CH2:13][N:12]([C:16]2[C:25]3[N:24]=[C:23]([C:26]([F:28])([F:29])[F:27])[S:22][C:21]=3[NH:20][C:19]3[CH:30]=[CH:31][CH:32]=[CH:33][C:18]=3[N:17]=2)[CH2:11][C@@H:10]1[CH2:9][CH2:8][O:7][CH3:6])=[O:4]. Given the reactants [F:1][CH2:2][C:3](Cl)=[O:4].[CH3:6][O:7][CH2:8][CH2:9][C@@H:10]1[NH:15][CH2:14][CH2:13][N:12]([C:16]2[C:25]3[N:24]=[C:23]([C:26]([F:29])([F:28])[F:27])[S:22][C:21]=3[NH:20][C:19]3[CH:30]=[CH:31][CH:32]=[CH:33][C:18]=3[N:17]=2)[CH2:11]1.C(N(C(C)C)CC)(C)C, predict the reaction product.